Dataset: Forward reaction prediction with 1.9M reactions from USPTO patents (1976-2016). Task: Predict the product of the given reaction. The product is: [CH2:1]([O:3][C:4]1[C:9]2[CH:10]=[C:11]([B:18]([OH:23])[OH:19])[O:12][C:8]=2[CH:7]=[CH:6][N:5]=1)[CH3:2]. Given the reactants [CH2:1]([O:3][C:4]1[C:9]2[CH:10]=[CH:11][O:12][C:8]=2[CH:7]=[CH:6][N:5]=1)[CH3:2].C([Li])CCC.[B:18](OC(C)C)([O:23]C(C)C)[O:19]C(C)C.O, predict the reaction product.